From a dataset of Forward reaction prediction with 1.9M reactions from USPTO patents (1976-2016). Predict the product of the given reaction. (1) Given the reactants [C:1]([O:5][C:6]([N:8]1[CH2:13][CH2:12][NH:11][CH:10]([CH3:14])[CH2:9]1)=[O:7])([CH3:4])([CH3:3])[CH3:2].Br[C:16]1[CH:21]=[CH:20][C:19]([C:22]([F:25])([F:24])[F:23])=[CH:18][CH:17]=1.C1(P(C2CCCCC2)C2C=CC=CC=2C2C=CC=CC=2)CCCCC1, predict the reaction product. The product is: [C:1]([O:5][C:6]([N:8]1[CH2:13][CH2:12][N:11]([C:16]2[CH:21]=[CH:20][C:19]([C:22]([F:25])([F:24])[F:23])=[CH:18][CH:17]=2)[CH:10]([CH3:14])[CH2:9]1)=[O:7])([CH3:4])([CH3:2])[CH3:3]. (2) The product is: [N:1]1[NH:2][C:3](=[O:16])[CH:4]=[C:5]2[CH2:11][CH2:10][CH2:9][C:8]3[CH:12]=[CH:13][CH:14]=[CH:15][C:7]=3[C:6]=12. Given the reactants [N:1]1[NH:2][C:3](=[O:16])[CH2:4][CH:5]2[CH2:11][CH2:10][CH2:9][C:8]3[CH:12]=[CH:13][CH:14]=[CH:15][C:7]=3[C:6]=12, predict the reaction product. (3) Given the reactants [NH2:1][C:2]1[CH:3]=[C:4]2[C:9](=[CH:10][CH:11]=1)[C:8](=O)[CH2:7][CH2:6][CH2:5]2.Cl.[NH2:14][OH:15].C([O-])(=O)C.[Na+], predict the reaction product. The product is: [NH2:1][C:2]1[CH:3]=[C:4]2[C:9](=[CH:10][CH:11]=1)/[C:8](=[N:14]/[OH:15])/[CH2:7][CH2:6][CH2:5]2. (4) Given the reactants [I-].[Na+].C[Si](Cl)(C)C.[F:8][C:9]1[CH:25]=[C:24]([C:26]([F:29])([F:28])[F:27])[CH:23]=[C:22]([C:30]([F:33])([F:32])[F:31])[C:10]=1[C:11]([NH:13][C:14]1[CH:19]=[CH:18][N:17]=[C:16]([O:20]C)[CH:15]=1)=[O:12], predict the reaction product. The product is: [F:8][C:9]1[CH:25]=[C:24]([C:26]([F:28])([F:29])[F:27])[CH:23]=[C:22]([C:30]([F:33])([F:31])[F:32])[C:10]=1[C:11]([NH:13][C:14]1[CH:19]=[CH:18][NH:17][C:16](=[O:20])[CH:15]=1)=[O:12]. (5) The product is: [F:12][C:13]1[CH:19]=[CH:18][C:16]([NH:17][CH2:2][C:3]2[C:8]([N+:9]([O-:11])=[O:10])=[CH:7][CH:6]=[CH:5][N:4]=2)=[CH:15][CH:14]=1. Given the reactants Br[CH2:2][C:3]1[C:8]([N+:9]([O-:11])=[O:10])=[CH:7][CH:6]=[CH:5][N:4]=1.[F:12][C:13]1[CH:19]=[CH:18][C:16]([NH2:17])=[CH:15][CH:14]=1, predict the reaction product. (6) Given the reactants [Br:1][C:2]1[C:11]2[C:6](=[CH:7][CH:8]=[CH:9][CH:10]=2)[C:5]([OH:12])=[C:4]([C:13]([OH:15])=O)[CH:3]=1.S([O:21][CH3:22])(OC)(=O)=O.[C:23]([O-])([O-])=O.[K+].[K+], predict the reaction product. The product is: [Br:1][C:2]1[C:11]2[C:6](=[CH:7][CH:8]=[CH:9][CH:10]=2)[C:5]([O:12][CH3:23])=[C:4]([C:13]([O:21][CH3:22])=[O:15])[CH:3]=1. (7) Given the reactants [C:1]1([C:7]#[C:8][C:9]2[CH2:13][C:12]3([CH2:18][CH2:17][C:16](=[N:19][OH:20])[CH2:15][CH2:14]3)[O:11][N:10]=2)[CH:6]=[CH:5][CH:4]=[CH:3][CH:2]=1.[H-].[Na+].Br[CH:24]1[CH2:29][CH2:28][O:27][C:25]1=[O:26], predict the reaction product. The product is: [O:26]=[C:25]1[CH:24]([O:20][N:19]=[C:16]2[CH2:17][CH2:18][C:12]3([O:11][N:10]=[C:9]([C:8]#[C:7][C:1]4[CH:6]=[CH:5][CH:4]=[CH:3][CH:2]=4)[CH2:13]3)[CH2:14][CH2:15]2)[CH2:29][CH2:28][O:27]1.